From a dataset of Reaction yield outcomes from USPTO patents with 853,638 reactions. Predict the reaction yield, written as a fraction of the theoretical maximum amount of product (1.0 means a 100% yield; for example, 0.34 means a 34% yield). (1) The reactants are [N:1]12[CH2:8][CH2:7][C:4]([C:9]([C:17]3[CH:22]=[CH:21][CH:20]=[CH:19][CH:18]=3)([C:11]3[CH:16]=[CH:15][CH:14]=[CH:13][CH:12]=3)[OH:10])([CH2:5][CH2:6]1)[CH2:3][CH2:2]2.[Br:23][CH2:24][CH:25]=[CH2:26]. The catalyst is CC#N. The product is [Br-:23].[OH:10][C:9]([C:17]1[CH:22]=[CH:21][CH:20]=[CH:19][CH:18]=1)([C:11]1[CH:12]=[CH:13][CH:14]=[CH:15][CH:16]=1)[C:4]12[CH2:5][CH2:6][N+:1]([CH2:26][CH:25]=[CH2:24])([CH2:2][CH2:3]1)[CH2:8][CH2:7]2. The yield is 0.798. (2) The reactants are [CH2:1]([O:3][C:4](=[O:24])[CH2:5][C@@H:6]([N:13]1[C:21]2[CH:20]=[C:19]([CH3:22])[N:18]=[CH:17][C:16]=2[NH:15][C:14]1=[O:23])[C:7]1[CH:12]=[CH:11][CH:10]=[CH:9][CH:8]=1)[CH3:2].C([O-])([O-])=O.[K+].[K+].[I-].[CH3:32][N:33]1[C:41]2[C:36](=[C:37]([CH3:42])[CH:38]=[CH:39][CH:40]=2)[C:35]([CH2:43][N+](C)(C)C)=[CH:34]1. The catalyst is CN(C=O)C.C(OCC)(=O)C. The product is [CH2:1]([O:3][C:4](=[O:24])[CH2:5][C@@H:6]([N:13]1[C:21]2[CH:20]=[C:19]([CH3:22])[N:18]=[CH:17][C:16]=2[N:15]([CH2:43][C:35]2[C:36]3[C:41](=[CH:40][CH:39]=[CH:38][C:37]=3[CH3:42])[N:33]([CH3:32])[CH:34]=2)[C:14]1=[O:23])[C:7]1[CH:8]=[CH:9][CH:10]=[CH:11][CH:12]=1)[CH3:2]. The yield is 0.670. (3) The reactants are [C:1]([CH:5]1[CH2:10][CH2:9][CH:8]([O:11][C:12]2[CH:13]=[C:14]3[C:19](=[CH:20][CH:21]=2)[CH:18]=[C:17]([C@:22]2([CH3:28])[CH2:26][O:25]C(=O)[NH:23]2)[CH:16]=[CH:15]3)[CH2:7][CH2:6]1)([CH3:4])([CH3:3])[CH3:2].C(O)C.O.[OH-].[Li+]. The catalyst is O. The product is [NH2:23][C@@:22]([C:17]1[CH:16]=[CH:15][C:14]2[C:19](=[CH:20][CH:21]=[C:12]([O:11][C@H:8]3[CH2:7][CH2:6][C@H:5]([C:1]([CH3:4])([CH3:3])[CH3:2])[CH2:10][CH2:9]3)[CH:13]=2)[CH:18]=1)([CH3:28])[CH2:26][OH:25]. The yield is 0.130. (4) The reactants are Br[CH2:2][C:3]([C:5]1[CH:10]=[CH:9][CH:8]=[CH:7][CH:6]=1)=O.[F:11][C:12]([F:27])([F:26])[C:13]1[CH:14]=[C:15]2[C:19](=[CH:20][CH:21]=1)[NH:18][N:17]=[C:16]2[NH:22][C:23]([NH2:25])=[S:24]. The catalyst is CCO. The product is [C:5]1([C:3]2[N:25]=[C:23]([NH:22][C:16]3[C:15]4[C:19](=[CH:20][CH:21]=[C:13]([C:12]([F:11])([F:27])[F:26])[CH:14]=4)[NH:18][N:17]=3)[S:24][CH:2]=2)[CH:10]=[CH:9][CH:8]=[CH:7][CH:6]=1. The yield is 0.870. (5) The reactants are [NH2:1][C:2]1[S:3][CH:4]=[CH:5][N:6]=1.[N:7]1[CH:12]=[CH:11][CH:10]=[CH:9][C:8]=1[C:13]#[C:14][C:15]1[O:19][C:18]([CH:20]=O)=[CH:17][CH:16]=1.[C:22]([N+:26]#[C-:27])([CH3:25])([CH3:24])[CH3:23].Cl(O)(=O)(=O)=O.C([O-])([O-])=O.[Na+].[Na+]. The catalyst is C(Cl)(Cl)Cl.C(Cl)Cl. The product is [C:22]([NH:26][C:27]1[N:6]2[C:2]([S:3][CH:4]=[CH:5]2)=[N:1][C:20]=1[C:18]1[O:19][C:15]([C:14]#[C:13][C:8]2[CH:9]=[CH:10][CH:11]=[CH:12][N:7]=2)=[CH:16][CH:17]=1)([CH3:25])([CH3:24])[CH3:23]. The yield is 0.340. (6) The reactants are Br[C:2]1[N:3]=[CH:4][C:5]([NH2:8])=[N:6][CH:7]=1.[NH:9]1[CH2:13][CH2:12][CH2:11][C:10]1=[O:14].C(=O)([O-])[O-].[K+].[K+].[C@@H]1(N)CCCC[C@H]1N. The catalyst is O1CCOCC1.[Cu]I.CO.C(OCC)(=O)C. The product is [NH2:8][C:5]1[N:6]=[CH:7][C:2]([N:9]2[CH2:13][CH2:12][CH2:11][C:10]2=[O:14])=[N:3][CH:4]=1. The yield is 0.307. (7) The reactants are [C:1]([C:8]1[C:9]([C:13]2[CH:14]=[N:15][CH:16]=[CH:17][CH:18]=2)=[N:10][NH:11][CH:12]=1)#[C:2][CH2:3][CH2:4][CH2:5][CH2:6][CH3:7].[CH3:19]SC1C(C2C=NC=CC=2)=NNC=1. No catalyst specified. The product is [C:1]([C:8]1[C:9]([C:13]2[CH2:14][N:15]([CH3:19])[CH2:16][CH2:17][CH:18]=2)=[N:10][NH:11][CH:12]=1)#[C:2][CH2:3][CH2:4][CH2:5][CH2:6][CH3:7]. The yield is 0.440. (8) The reactants are [N:1]#[C:2]Br.[NH2:4][C:5]1[CH:6]=[C:7]([C:13]2[N:18]=[C:17]3[N:19]([CH2:24][CH:25]4[CH2:30][CH2:29][O:28][CH2:27][CH2:26]4)[C:20](=[O:23])[CH2:21][NH:22][C:16]3=[N:15][CH:14]=2)[CH:8]=[C:9]([CH3:12])[C:10]=1[NH2:11]. The catalyst is CN(C)C=O.CO. The product is [NH2:1][C:2]1[NH:4][C:5]2[CH:6]=[C:7]([C:13]3[N:18]=[C:17]4[N:19]([CH2:24][CH:25]5[CH2:30][CH2:29][O:28][CH2:27][CH2:26]5)[C:20](=[O:23])[CH2:21][NH:22][C:16]4=[N:15][CH:14]=3)[CH:8]=[C:9]([CH3:12])[C:10]=2[N:11]=1. The yield is 0.620. (9) The reactants are [F:1][C:2]([F:26])([F:25])[O:3][C:4]1[CH:9]=[CH:8][C:7]([N:10]2[CH:14]=[N:13][C:12]([C:15]3[CH:20]=[CH:19][C:18]([CH2:21][CH2:22][CH2:23][NH2:24])=[CH:17][CH:16]=3)=[N:11]2)=[CH:6][CH:5]=1.[CH3:27][C:28]1[CH:33]=[CH:32][CH:31]=[CH:30][C:29]=1[N:34]=[C:35]=[O:36].C(N(CC)CC)C. The catalyst is ClCCl.C(OCC)(=O)C. The product is [C:28]1([CH3:27])[CH:33]=[CH:32][CH:31]=[CH:30][C:29]=1[NH:34][C:35]([NH:24][CH2:23][CH2:22][CH2:21][C:18]1[CH:19]=[CH:20][C:15]([C:12]2[N:13]=[CH:14][N:10]([C:7]3[CH:6]=[CH:5][C:4]([O:3][C:2]([F:1])([F:25])[F:26])=[CH:9][CH:8]=3)[N:11]=2)=[CH:16][CH:17]=1)=[O:36]. The yield is 0.530.